This data is from Reaction yield outcomes from USPTO patents with 853,638 reactions. The task is: Predict the reaction yield, written as a fraction of the theoretical maximum amount of product (1.0 means a 100% yield; for example, 0.34 means a 34% yield). (1) The reactants are C[O:2][C:3](=[O:34])[C:4]1[CH:9]=[C:8]([NH2:10])[CH:7]=[C:6]([N:11]2[C:15]([CH3:16])=[CH:14][CH:13]=[C:12]2[C:17]2[CH:22]=[C:21]([Cl:23])[CH:20]=[CH:19][C:18]=2[O:24][CH2:25][C:26]2[CH:31]=[CH:30][CH:29]=[C:28]([F:32])[C:27]=2[F:33])[CH:5]=1. The catalyst is CCO.[OH-].[Na+].C(Cl)Cl. The product is [Cl:23][C:21]1[CH:20]=[CH:19][C:18]([O:24][CH2:25][C:26]2[CH:31]=[CH:30][CH:29]=[C:28]([F:32])[C:27]=2[F:33])=[C:17]([C:12]2[N:11]([C:6]3[CH:5]=[C:4]([CH:9]=[C:8]([NH2:10])[CH:7]=3)[C:3]([OH:34])=[O:2])[C:15]([CH3:16])=[CH:14][CH:13]=2)[CH:22]=1. The yield is 0.710. (2) The reactants are [C:1]([O:5][C:6]([N:8]([C:31]([O:33][C:34]([CH3:37])([CH3:36])[CH3:35])=[O:32])[C:9]1[CH:14]=[C:13]([CH2:15][C@H:16]2[C:19](=[O:20])[NH:18][C@@H:17]2[C:21]([O:23][CH2:24][C:25]2[CH:30]=[CH:29][CH:28]=[CH:27][CH:26]=2)=[O:22])[CH:12]=[CH:11][N:10]=1)=[O:7])([CH3:4])([CH3:3])[CH3:2].C(N([CH2:43][CH3:44])CC)C.[N-:45]=[C:46]=[O:47]. The catalyst is C1COCC1. The product is [C:1]([O:5][C:6]([N:8]([C:31]([O:33][C:34]([CH3:37])([CH3:36])[CH3:35])=[O:32])[C:9]1[CH:14]=[C:13]([CH2:15][C@H:16]2[C:19](=[O:20])[N:18]([C:46](=[O:47])[NH:45][C:44]3[CH:43]=[CH:14][CH:13]=[CH:12][CH:11]=3)[C@@H:17]2[C:21]([O:23][CH2:24][C:25]2[CH:26]=[CH:27][CH:28]=[CH:29][CH:30]=2)=[O:22])[CH:12]=[CH:11][N:10]=1)=[O:7])([CH3:3])([CH3:4])[CH3:2]. The yield is 0.850. (3) The reactants are [OH:1][C:2]([CH3:15])([CH3:14])[CH2:3][NH:4][C:5]([C:7]1[S:8][CH:9]=[C:10]([CH2:12][OH:13])[N:11]=1)=[O:6].Br[C:17]1[C:26]2[C:21](=[CH:22][CH:23]=[CH:24][CH:25]=2)[C:20]([S:27]([NH:30][C:31]([CH3:34])([CH3:33])[CH3:32])(=[O:29])=[O:28])=[CH:19][CH:18]=1.C([O-])([O-])=O.[K+].[K+].C1(P(C2CCCCC2)C2CCCCC2)CCCCC1.[H+].[B-](F)(F)(F)F.C(O)(C(C)(C)C)=O. The catalyst is CC([O-])=O.CC([O-])=O.[Pd+2].CC(N(C)C)=O. The product is [C:31]([NH:30][S:27]([C:20]1[C:21]2[C:26](=[CH:25][CH:24]=[CH:23][CH:22]=2)[C:17]([C:9]2[S:8][C:7]([C:5]([NH:4][CH2:3][C:2]([OH:1])([CH3:15])[CH3:14])=[O:6])=[N:11][C:10]=2[CH2:12][OH:13])=[CH:18][CH:19]=1)(=[O:29])=[O:28])([CH3:34])([CH3:32])[CH3:33]. The yield is 0.580.